This data is from Forward reaction prediction with 1.9M reactions from USPTO patents (1976-2016). The task is: Predict the product of the given reaction. Given the reactants [CH2:1]([O:8][C:9]1[CH:14]=[CH:13][C:12]([OH:15])=[CH:11][CH:10]=1)[C:2]1[CH:7]=[CH:6][CH:5]=[CH:4][CH:3]=1.C([O-])([O-])=O.[K+].[K+].Cl[CH2:23][C:24]([CH3:26])=[CH2:25], predict the reaction product. The product is: [CH2:1]([O:8][C:9]1[CH:10]=[CH:11][C:12]([O:15][CH2:25][C:24]([CH3:26])=[CH2:23])=[CH:13][CH:14]=1)[C:2]1[CH:3]=[CH:4][CH:5]=[CH:6][CH:7]=1.